The task is: Predict which catalyst facilitates the given reaction.. This data is from Catalyst prediction with 721,799 reactions and 888 catalyst types from USPTO. (1) Reactant: Cl[C:2]1[CH:10]=[CH:9][C:5]([C:6]([OH:8])=[O:7])=[CH:4][C:3]=1[C:11]#[N:12].[F:13][C:14]1[CH:19]=[CH:18][C:17]([OH:20])=[CH:16][CH:15]=1.[H-].[Na+].Cl. Product: [C:11]([C:3]1[CH:4]=[C:5]([CH:9]=[CH:10][C:2]=1[O:20][C:17]1[CH:18]=[CH:19][C:14]([F:13])=[CH:15][CH:16]=1)[C:6]([OH:8])=[O:7])#[N:12]. The catalyst class is: 829. (2) Reactant: [CH2:1]([N:3]=[C:4]=[O:5])[CH3:2].[N:6]1([CH2:11][CH2:12][CH2:13][NH2:14])[CH2:10][CH2:9][CH2:8][CH2:7]1. Product: [CH2:1]([NH:3][C:4]([NH:14][CH2:13][CH2:12][CH2:11][N:6]1[CH2:10][CH2:9][CH2:8][CH2:7]1)=[O:5])[CH3:2]. The catalyst class is: 22. (3) Reactant: [NH2:1][CH2:2][C:3]1[CH:8]=[CH:7][CH:6]=[CH:5][C:4]=1[CH2:9][OH:10].[CH3:11][CH:12]([CH3:16])[CH2:13][CH:14]=O.[CH2:17]1[C:25]2[C:20](=[CH:21][CH:22]=[CH:23][CH:24]=2)[CH2:19][CH:18]1[C@@H:26]([NH:30][C:31]([O:33]C(C)(C)C)=O)[C:27]([OH:29])=O.C1(COC2C=CC=CC=2[N+]#[C-])C=CC=CC=1.C(Cl)(=O)C.C(=O)(O)[O-].[Na+]. Product: [CH2:19]1[C:20]2[C:25](=[CH:24][CH:23]=[CH:22][CH:21]=2)[CH2:17][CH:18]1[C@H:26]1[NH:30][C:31](=[O:33])[C@@H:14]([CH2:13][CH:12]([CH3:16])[CH3:11])[N:1]([CH2:2][C:3]2[CH:8]=[CH:7][CH:6]=[CH:5][C:4]=2[CH2:9][OH:10])[C:27]1=[O:29]. The catalyst class is: 254. (4) Reactant: [CH3:1][C:2]([O:5][C:6]([N:8]1[CH2:13][CH2:12][CH:11]([CH2:14][C:15]([OH:17])=O)[CH2:10][CH2:9]1)=[O:7])([CH3:4])[CH3:3].CN(C(ON1N=NC2C=CC=NC1=2)=[N+](C)C)C.F[P-](F)(F)(F)(F)F.C(N(C(C)C)CC)(C)C.[NH2:51][C:52]1[CH:61]=[CH:60][CH:59]=[CH:58][C:53]=1[C:54]([O:56][CH3:57])=[O:55]. Product: [CH3:57][O:56][C:54]([C:53]1[CH:58]=[CH:59][CH:60]=[CH:61][C:52]=1[NH:51][C:15](=[O:17])[CH2:14][CH:11]1[CH2:10][CH2:9][N:8]([C:6]([O:5][C:2]([CH3:1])([CH3:3])[CH3:4])=[O:7])[CH2:13][CH2:12]1)=[O:55]. The catalyst class is: 10.